From a dataset of Experimentally validated miRNA-target interactions with 360,000+ pairs, plus equal number of negative samples. Binary Classification. Given a miRNA mature sequence and a target amino acid sequence, predict their likelihood of interaction. The miRNA is hsa-miR-337-5p with sequence GAACGGCUUCAUACAGGAGUU. The protein sequence of the target gene is MDSEAFQHARDLLDLNFQSLAMKHMDLKQMELDTAAAKVDELTKQLESLWSDSPAPPGAQAGVPSRMARYSTSPVPEHFGSRGSPQKIATDGIEARFGRSESAPSLHPYSPLSPKGRPSSPRTPIYLQPDTYSSLDRAPSPRPRAFDGAGSPHGRAPSPRPGIGPVRQPGPSTPFDYLGRAGSPRGSPLAEGPQAFFPERGPSPRPPAAAYDTAGTFGSPLLGAGGSAFTPPLRAQDDSTLRRRPPKAWNESDLDVAYEKKSSQTASYERLDVFTRPASPGLQLLPWRESSLDGLGASGK.... Result: 0 (no interaction).